The task is: Predict the reaction yield, written as a fraction of the theoretical maximum amount of product (1.0 means a 100% yield; for example, 0.34 means a 34% yield).. This data is from Reaction yield outcomes from USPTO patents with 853,638 reactions. (1) The reactants are [CH2:1]([O:3][C:4](=[O:10])[CH:5]([Cl:9])[O:6][CH2:7][CH3:8])[CH3:2].[C:11]1([P:17]([C:24]2[CH:29]=[CH:28][CH:27]=[CH:26][CH:25]=2)[C:18]2[CH:23]=[CH:22][CH:21]=[CH:20][CH:19]=2)[CH:16]=[CH:15][CH:14]=[CH:13][CH:12]=1. The catalyst is C(Cl)(Cl)Cl. The product is [Cl-:9].[CH2:7]([O:6][CH:5]([P+:17]([C:18]1[CH:19]=[CH:20][CH:21]=[CH:22][CH:23]=1)([C:24]1[CH:29]=[CH:28][CH:27]=[CH:26][CH:25]=1)[C:11]1[CH:12]=[CH:13][CH:14]=[CH:15][CH:16]=1)[C:4]([O:3][CH2:1][CH3:2])=[O:10])[CH3:8]. The yield is 0.820. (2) The reactants are [N:1]1[CH:6]=[CH:5][CH:4]=[C:3]2[CH2:7][CH2:8][CH2:9][CH2:10][CH:11](OC(=O)C)[C:2]=12.[N-:16]=[N+:17]=[N-:18].[Na+]. The catalyst is CN(C=O)C. The product is [N:16]([CH:11]1[C:2]2=[N:1][CH:6]=[CH:5][CH:4]=[C:3]2[CH2:7][CH2:8][CH2:9][CH2:10]1)=[N+:17]=[N-:18]. The yield is 0.420. (3) The catalyst is C(Cl)Cl. The product is [F:22][C:23]1[CH:24]=[CH:25][C:26]([C:29]([C:31]2[C:40]([N+:41]([O-:43])=[O:42])=[C:39]3[C:34]([CH:35]=[CH:36][CH:37]=[N:38]3)=[CH:33][CH:32]=2)=[O:30])=[CH:27][CH:28]=1. The yield is 0.750. The reactants are C1C=C[NH+]=CC=1.C1C=C[NH+]=CC=1.[O-][Cr](O[Cr]([O-])(=O)=O)(=O)=O.[F:22][C:23]1[CH:28]=[CH:27][C:26]([CH:29]([C:31]2[C:40]([N+:41]([O-:43])=[O:42])=[C:39]3[C:34]([CH:35]=[CH:36][CH:37]=[N:38]3)=[CH:33][CH:32]=2)[OH:30])=[CH:25][CH:24]=1. (4) The reactants are Br[C:2]1[CH:31]=[CH:30][C:5]2[C:6]3[N:7]([CH:11]=[C:12]([C:14]4[N:18]([C:19]5[CH:24]=[CH:23][CH:22]=[CH:21][C:20]=5[Cl:25])[N:17]=[C:16]([NH:26][C:27](=[O:29])[OH:28])[N:15]=4)[N:13]=3)[CH2:8][CH2:9][O:10][C:4]=2[CH:3]=1.[Cl:32][C:33]1[CH:38]=[CH:37][C:36](B(O)O)=[CH:35][CH:34]=1.C([O-])([O-])=O.[Cs+].[Cs+]. The product is [Cl:25][C:20]1[CH:21]=[CH:22][CH:23]=[CH:24][C:19]=1[N:18]1[C:14]([C:12]2[N:13]=[C:6]3[C:5]4[CH:30]=[CH:31][C:2]([C:36]5[CH:37]=[CH:38][C:33]([Cl:32])=[CH:34][CH:35]=5)=[CH:3][C:4]=4[O:10][CH2:9][CH2:8][N:7]3[CH:11]=2)=[N:15][C:16]([NH:26][C:27](=[O:29])[OH:28])=[N:17]1. The yield is 0.210. The catalyst is O1CCOCC1.O.C1C=CC(P(C2C=CC=CC=2)[C-]2C=CC=C2)=CC=1.C1C=CC(P(C2C=CC=CC=2)[C-]2C=CC=C2)=CC=1.Cl[Pd]Cl.[Fe+2]. (5) The reactants are [OH:1][C@H:2]([CH3:7])[CH2:3][C:4]([OH:6])=O.O.OC1C2N=NNC=2C=CC=1.Cl.C(N=C=NCCCN(C)C)C.FC(F)(F)C(O)=O.[N:38]1([C:44]2[N:52]=[C:51]([C:53]3[CH:54]=[N:55][C:56]([NH2:59])=[N:57][CH:58]=3)[N:50]=[C:49]3[C:45]=2[N:46]=[C:47]([N:65]2[CH2:70][CH2:69][NH:68][CH2:67][CH2:66]2)[N:48]3[CH2:60][C:61]([F:64])([F:63])[F:62])[CH2:43][CH2:42][O:41][CH2:40][CH2:39]1. The catalyst is C(N(CC)CC)C.CN(C)C=O. The product is [NH2:59][C:56]1[N:57]=[CH:58][C:53]([C:51]2[N:50]=[C:49]3[C:45]([N:46]=[C:47]([N:65]4[CH2:70][CH2:69][N:68]([C:4](=[O:6])[CH2:3][C@H:2]([OH:1])[CH3:7])[CH2:67][CH2:66]4)[N:48]3[CH2:60][C:61]([F:62])([F:64])[F:63])=[C:44]([N:38]3[CH2:39][CH2:40][O:41][CH2:42][CH2:43]3)[N:52]=2)=[CH:54][N:55]=1. The yield is 0.480. (6) The reactants are Br[C:2]1[CH:7]=[CH:6][C:5]([S:8][CH2:9][CH2:10][C:11]([NH2:13])=[O:12])=[C:4]([C:14]([F:17])([F:16])[F:15])[CH:3]=1.[CH3:18][N:19]1[CH:23]=[C:22](B2OC(C)(C)C(C)(C)O2)[CH:21]=[N:20]1.C(=O)([O-])[O-].[K+].[K+].O. The catalyst is CN(C)C=O.COC(C)(C)C. The product is [CH3:18][N:19]1[CH:23]=[C:22]([C:2]2[CH:7]=[CH:6][C:5]([S:8][CH2:9][CH2:10][C:11]([NH2:13])=[O:12])=[C:4]([C:14]([F:17])([F:16])[F:15])[CH:3]=2)[CH:21]=[N:20]1. The yield is 0.880. (7) The reactants are [N:1]12[CH2:8][CH2:7][C:4]([C:9]([C:17]3[CH:22]=[CH:21][CH:20]=[CH:19][CH:18]=3)([C:11]3[CH:16]=[CH:15][CH:14]=[CH:13][CH:12]=3)[OH:10])([CH2:5][CH2:6]1)[CH2:3][CH2:2]2.[Br:23][C:24]1[CH:29]=[CH:28][C:27]([CH2:30][O:31][CH2:32][CH2:33]Br)=[CH:26][CH:25]=1. The catalyst is CC#N.C(Cl)(Cl)Cl. The product is [Br-:23].[Br:23][C:24]1[CH:25]=[CH:26][C:27]([CH2:30][O:31][CH2:32][CH2:33][N+:1]23[CH2:6][CH2:5][C:4]([C:9]([OH:10])([C:17]4[CH:22]=[CH:21][CH:20]=[CH:19][CH:18]=4)[C:11]4[CH:12]=[CH:13][CH:14]=[CH:15][CH:16]=4)([CH2:3][CH2:2]2)[CH2:7][CH2:8]3)=[CH:28][CH:29]=1. The yield is 0.320.